Dataset: Catalyst prediction with 721,799 reactions and 888 catalyst types from USPTO. Task: Predict which catalyst facilitates the given reaction. (1) Reactant: [Cl:1][C:2]1[C:10]2[CH:9]([CH2:11][C:12]([O:14][CH2:15][CH3:16])=[O:13])[O:8][B:7]([OH:17])[C:6]=2[CH:5]=[C:4]([O:18][CH:19](C)C)[CH:3]=1.C([O-])([O-])=O.[K+].[K+].BrC1[S:30][C:31]([N+:34]([O-:36])=[O:35])=[N:32][N:33]=1. The catalyst class is: 23. Product: [Cl:1][C:2]1[C:10]2[CH:9]([CH2:11][C:12]([O:14][CH2:15][CH3:16])=[O:13])[O:8][B:7]([OH:17])[C:6]=2[CH:5]=[C:4]([O:18][C:19]2[S:30][C:31]([N+:34]([O-:36])=[O:35])=[N:32][N:33]=2)[CH:3]=1. (2) Reactant: Cl.[CH:2]([NH:5][NH2:6])([CH3:4])[CH3:3].C(O)(=O)C.[CH:11](=O)[C:12]([CH3:14])=[O:13]. Product: [CH:2]([NH:5][N:6]=[CH:11][C:12](=[O:13])[CH3:14])([CH3:4])[CH3:3]. The catalyst class is: 6. (3) The catalyst class is: 7. Product: [C:34]1([CH:27]([C:28]2[CH:33]=[CH:32][CH:31]=[CH:30][CH:29]=2)[N:25]2[C:26]3[C:22](=[CH:21][CH:20]=[CH:19][C:18]=3[F:17])[C:23]([OH:41])([C:8]3[C:9]([OH:11])=[CH:10][C:5]4[O:4][CH2:3][CH2:2][O:1][C:6]=4[CH:7]=3)[C:24]2=[O:40])[CH:35]=[CH:36][CH:37]=[CH:38][CH:39]=1. Reactant: [O:1]1[C:6]2[CH:7]=[CH:8][C:9]([OH:11])=[CH:10][C:5]=2[O:4][CH2:3][CH2:2]1.C([Mg]Cl)(C)C.[F:17][C:18]1[CH:19]=[CH:20][CH:21]=[C:22]2[C:26]=1[N:25]([CH:27]([C:34]1[CH:39]=[CH:38][CH:37]=[CH:36][CH:35]=1)[C:28]1[CH:33]=[CH:32][CH:31]=[CH:30][CH:29]=1)[C:24](=[O:40])[C:23]2=[O:41].ClCCl. (4) Reactant: [S-:1][C:2]#[N:3].[K+].[NH2:5][C:6]1[CH:32]=[CH:31][C:9]([O:10][C:11]2[CH:12]=[C:13]([NH:17][C:18](=[O:30])[C:19]3[CH:24]=[CH:23][CH:22]=[C:21]([C:25]([C:28]#[N:29])([CH3:27])[CH3:26])[CH:20]=3)[CH:14]=[CH:15][CH:16]=2)=[CH:8][CH:7]=1.BrBr. Product: [NH2:3][C:2]1[S:1][C:7]2[CH:8]=[C:9]([O:10][C:11]3[CH:12]=[C:13]([NH:17][C:18](=[O:30])[C:19]4[CH:24]=[CH:23][CH:22]=[C:21]([C:25]([C:28]#[N:29])([CH3:26])[CH3:27])[CH:20]=4)[CH:14]=[CH:15][CH:16]=3)[CH:31]=[CH:32][C:6]=2[N:5]=1. The catalyst class is: 15. (5) Reactant: [CH2:1]([NH:8][C:9]([C:11]1[S:15][C:14]([NH:16][CH3:17])=[N:13][C:12]=1[CH3:18])=[O:10])[C:2]1[CH:7]=[CH:6][CH:5]=[CH:4][CH:3]=1.C(N(CC)CC)C.[C:26](Cl)(=[O:33])[C:27]1[CH:32]=[CH:31][CH:30]=[CH:29][CH:28]=1. Product: [CH2:1]([NH:8][C:9]([C:11]1[S:15][C:14]([N:16]([CH3:17])[C:26](=[O:33])[C:27]2[CH:32]=[CH:31][CH:30]=[CH:29][CH:28]=2)=[N:13][C:12]=1[CH3:18])=[O:10])[C:2]1[CH:7]=[CH:6][CH:5]=[CH:4][CH:3]=1. The catalyst class is: 119. (6) Reactant: CC1(C)[C@@H]2CC[C@@]1(CS(O)(=O)=O)C(=O)C2.[Br:16][C:17]1[CH:18]=[C:19]2[C:23](=[CH:24][CH:25]=1)[CH2:22][C@@H:21]([NH2:26])[CH2:20]2.C1CCN2C(=NCCC2)CC1.[CH3:38][CH:39]([S:41](Cl)(=[O:43])=[O:42])[CH3:40]. Product: [Br:16][C:17]1[CH:18]=[C:19]2[C:23](=[CH:24][CH:25]=1)[CH2:22][C@@H:21]([NH:26][S:41]([CH:39]([CH3:40])[CH3:38])(=[O:43])=[O:42])[CH2:20]2. The catalyst class is: 473.